This data is from Peptide-MHC class II binding affinity with 134,281 pairs from IEDB. The task is: Regression. Given a peptide amino acid sequence and an MHC pseudo amino acid sequence, predict their binding affinity value. This is MHC class II binding data. The peptide sequence is PVVHFFKNIVTPRTPPY. The MHC is HLA-DPA10103-DPB10401 with pseudo-sequence HLA-DPA10103-DPB10401. The binding affinity (normalized) is 0.250.